The task is: Predict which catalyst facilitates the given reaction.. This data is from Catalyst prediction with 721,799 reactions and 888 catalyst types from USPTO. (1) Reactant: [Cl:1][C:2]1[C:11]([CH3:12])=[C:10]([C:13](Cl)=[O:14])[C:9]2[C:4](=[CH:5][CH:6]=[CH:7][CH:8]=2)[N:3]=1.[BH4-].[Na+].C1COCC1. Product: [Cl:1][C:2]1[C:11]([CH3:12])=[C:10]([CH2:13][OH:14])[C:9]2[C:4](=[CH:5][CH:6]=[CH:7][CH:8]=2)[N:3]=1. The catalyst class is: 6. (2) Reactant: [CH3:1][C:2]1([CH3:29])[CH:7]2[CH:8]3[CH2:22][CH2:21][CH:20]=[CH:19][C:9]3=[C:10]3[C:18]([CH2:17][C:16]4[CH:15]=[CH:14][CH:13]=[CH:12][C:11]3=4)=[C:6]2[C:5](C)([CH3:23])[C:4]([CH3:26])([CH3:25])[C:3]1([CH3:28])[CH3:27].[CH2:30]([Li])CCC.CN1CCN(C)C1=O.[Cl:43][C:44]1[CH:49]=[CH:48][C:47]([C:50]([C:56]2[CH:61]=[CH:60][C:59]([Cl:62])=[CH:58][CH:57]=2)=[C:51]2[CH:55]=[CH:54][CH:53]=[CH:52]2)=[CH:46][CH:45]=1. Product: [Cl:43][C:44]1[CH:45]=[CH:46][C:47]([C:50]([C:56]2[CH:57]=[CH:58][C:59]([Cl:62])=[CH:60][CH:61]=2)([CH:51]2[CH:52]=[CH:53][CH:54]=[CH:55]2)[C:7]2([CH3:30])[C:6]3[C:5]([CH3:23])([CH:12]4[CH2:13][CH2:14][CH:15]=[CH:16][C:11]4=[C:10]4[C:18]=3[CH2:17][C:19]3[CH:20]=[CH:21][CH:22]=[CH:8][C:9]4=3)[C:4]([CH3:26])([CH3:25])[C:3]([CH3:28])([CH3:27])[C:2]2([CH3:1])[CH3:29])=[CH:48][CH:49]=1. The catalyst class is: 188. (3) Reactant: [CH:1]([C:3]1[C:4]([CH3:26])=[C:5]([C:9]2[N:13]=[C:12]([C:14]3[CH:15]=[CH:16][C:17]([O:22][CH:23]([CH3:25])[CH3:24])=[C:18]([CH:21]=3)[C:19]#[N:20])[O:11][N:10]=2)[CH:6]=[CH:7][CH:8]=1)=[O:2].C1C=C(Cl)C=C(C(OO)=[O:35])C=1. Product: [C:19]([C:18]1[CH:21]=[C:14]([C:12]2[O:11][N:10]=[C:9]([C:5]3[C:4]([CH3:26])=[C:3]([CH:8]=[CH:7][CH:6]=3)[C:1]([OH:35])=[O:2])[N:13]=2)[CH:15]=[CH:16][C:17]=1[O:22][CH:23]([CH3:24])[CH3:25])#[N:20]. The catalyst class is: 1. (4) Reactant: [Cl:1][C:2]1[CH:7]=[CH:6][N:5]=[C:4]2[N:8](S(C3C=CC(C)=CC=3)(=O)=O)[C:9]([C:11]3[C:19]4[C:14](=[CH:15][C:16]([O:22][CH3:23])=[C:17]([O:20][CH3:21])[CH:18]=4)[N:13]([CH2:24][CH2:25][N:26]4[CH2:31][CH2:30][CH:29]([CH2:32][CH2:33][OH:34])[CH2:28][CH2:27]4)[CH:12]=3)=[CH:10][C:3]=12.[OH-].[K+].ClCCl.CO. Product: [Cl:1][C:2]1[CH:7]=[CH:6][N:5]=[C:4]2[NH:8][C:9]([C:11]3[C:19]4[C:14](=[CH:15][C:16]([O:22][CH3:23])=[C:17]([O:20][CH3:21])[CH:18]=4)[N:13]([CH2:24][CH2:25][N:26]4[CH2:27][CH2:28][CH:29]([CH2:32][CH2:33][OH:34])[CH2:30][CH2:31]4)[CH:12]=3)=[CH:10][C:3]=12. The catalyst class is: 5. (5) Reactant: C([NH:5][S:6]([C:9]1[CH:10]=[C:11]([C:15]2[CH:20]=[CH:19][CH:18]=[C:17]([C:21]3[N:26]=[C:25]([C:27]4[CH:32]=[CH:31][C:30]([F:33])=[C:29]([F:34])[CH:28]=4)[CH:24]=[C:23]([C:35]([F:38])([F:37])[F:36])[N:22]=3)[CH:16]=2)[CH:12]=[CH:13][CH:14]=1)(=[O:8])=[O:7])(C)(C)C.C(O)(C(F)(F)F)=O. Product: [F:34][C:29]1[CH:28]=[C:27]([C:25]2[CH:24]=[C:23]([C:35]([F:38])([F:36])[F:37])[N:22]=[C:21]([C:17]3[CH:16]=[C:15]([C:11]4[CH:12]=[CH:13][CH:14]=[C:9]([S:6]([NH2:5])(=[O:7])=[O:8])[CH:10]=4)[CH:20]=[CH:19][CH:18]=3)[N:26]=2)[CH:32]=[CH:31][C:30]=1[F:33]. The catalyst class is: 4. (6) Reactant: [CH3:1][C:2]1[CH:19]=[CH:18][C:5]([CH2:6][CH:7]2[C:16]3[CH2:15][CH2:14][CH2:13][CH2:12][C:11]=3[CH2:10][CH2:9][N:8]2[CH3:17])=[CH:4][CH:3]=1.P(=O)(O)(O)O.N. Product: [CH3:1][C:2]1[CH:19]=[CH:18][C:5]2[CH2:6][C@H:7]3[N:8]([CH3:17])[CH2:9][CH2:10][C@@:11]4([C:4]=2[CH:3]=1)[C@H:16]3[CH2:15][CH2:14][CH2:13][CH2:12]4. The catalyst class is: 6. (7) Reactant: [CH3:1][Mg]I.[O:4]=[C:5]1[CH2:9][CH2:8][N:7]([C:10]([O:12][C:13]([CH3:16])([CH3:15])[CH3:14])=[O:11])[CH2:6]1. Product: [C:13]([O:12][C:10]([N:7]1[CH2:8][CH2:9][C:5]([OH:4])([CH3:1])[CH2:6]1)=[O:11])([CH3:16])([CH3:15])[CH3:14]. The catalyst class is: 28. (8) Reactant: [Cl:1][C:2]1[CH:7]=[CH:6][C:5]([C:8]2([C:11]3[C:20]4[C:15](=[CH:16][CH:17]=[C:18]([OH:21])[CH:19]=4)[CH2:14][CH2:13][N:12]=3)[CH2:10][CH2:9]2)=[CH:4][CH:3]=1.[H-].[Na+].[C:24]([NH:31][CH2:32][CH2:33]Br)([O:26][C:27]([CH3:30])([CH3:29])[CH3:28])=[O:25]. Product: [Cl:1][C:2]1[CH:3]=[CH:4][C:5]([C:8]2([C:11]3[C:20]4[C:15](=[CH:16][CH:17]=[C:18]([O:21][CH2:33][CH2:32][NH:31][C:24](=[O:25])[O:26][C:27]([CH3:30])([CH3:29])[CH3:28])[CH:19]=4)[CH2:14][CH2:13][N:12]=3)[CH2:10][CH2:9]2)=[CH:6][CH:7]=1. The catalyst class is: 9. (9) Reactant: [Cl:1][C:2]1[N:10]=[C:9]2[C:5]([N:6]=[C:7]([CH:12]=O)[N:8]2[CH3:11])=[C:4]([N:14]2[CH2:19][CH2:18][O:17][CH2:16][C@@H:15]2[CH3:20])[N:3]=1.[NH:21]1[CH2:26][CH2:25][CH:24]([C:27]([OH:30])([CH3:29])[CH3:28])[CH2:23][CH2:22]1.C(O[BH-](OC(=O)C)OC(=O)C)(=O)C.[Na+]. Product: [Cl:1][C:2]1[N:10]=[C:9]2[C:5]([N:6]=[C:7]([CH2:12][N:21]3[CH2:26][CH2:25][CH:24]([C:27]([OH:30])([CH3:29])[CH3:28])[CH2:23][CH2:22]3)[N:8]2[CH3:11])=[C:4]([N:14]2[CH2:19][CH2:18][O:17][CH2:16][C@@H:15]2[CH3:20])[N:3]=1. The catalyst class is: 26. (10) Reactant: [Cl:1][C:2]1[C:10]2[N:9]=[C:8]3[N:11]([C:15]4[C:20]([Cl:21])=[CH:19][C:18]([Cl:22])=[CH:17][C:16]=4[Cl:23])[CH2:12][CH2:13][CH2:14][N:7]3[C:6]=2[C:5]([CH:24](O)[C:25]([F:28])([F:27])[F:26])=[CH:4][CH:3]=1.S(Cl)([Cl:32])=O.CN(C)C=O. Product: [Cl:1][C:2]1[C:10]2[N:9]=[C:8]3[N:11]([C:15]4[C:20]([Cl:21])=[CH:19][C:18]([Cl:22])=[CH:17][C:16]=4[Cl:23])[CH2:12][CH2:13][CH2:14][N:7]3[C:6]=2[C:5]([CH:24]([Cl:32])[C:25]([F:28])([F:27])[F:26])=[CH:4][CH:3]=1. The catalyst class is: 7.